From a dataset of Experimentally validated miRNA-target interactions with 360,000+ pairs, plus equal number of negative samples. Binary Classification. Given a miRNA mature sequence and a target amino acid sequence, predict their likelihood of interaction. (1) The miRNA is hsa-miR-141-3p with sequence UAACACUGUCUGGUAAAGAUGG. The protein sequence of the target gene is MAAAPPSYCFVAFPPRAKDGLVVFGKNSARPRDEVQEVVYFSAADHEPESKVECTYISIDQVPRTYAIMISRPAWLWGAEMGANEHGVCIANEAINTREPAAEIEALLGMDLVRLGLERGETAKEALDVIVSLLEEHGQGGNYFEDANSCHSFQSAYLIVDRDEAWVLETIGKYWAAEKVTEGVRCICSQLSLTTKMDAEHPELRSYAQSQGWWTGEGEFNFSEVFSPVEDHLDCGAGKDSLEKQEESITVQTMMNTLRDKASGVCIDSEFFLTTASGVSVLPQNRSSPCIHYFTGTPDP.... Result: 0 (no interaction). (2) The miRNA is hsa-miR-920 with sequence GGGGAGCUGUGGAAGCAGUA. The protein sequence of the target gene is MAGLEVLFASAAPAITCRQDALVCFLHWEVVTHGYFGLGVGDQPGPNDKKSELLPAGWNNNKDLYVLRYEYKDGSRKLLVKAITVESSMILNVLEYGSQQVADLTLNLDDYIDAEHLGDFHRTYKNSEELRSRIVSGIITPIHEQWEKANVSSPHREFPPATAREVDPLRIPPHHPHTSRQPPWCDPLGPFVVGGEDLDPFGPRRGGMIVDPLRSGFPRALIDPSSGLPNRLPPGAVPPGARFDPFGPIGTSPPGPNPDHLPPPGYDDMYL. Result: 0 (no interaction). (3) The miRNA is hsa-miR-4536-3p with sequence UCGUGCAUAUAUCUACCACAU. The protein sequence of the target gene is MGRKVTVATCALNQWALDFEGNFQRILKSIQIAKGKGARYRLGPELEICGYGCWDHYHESDTLLHSLQVLAALLDSPVTQDIICDVGMPIMHRNVRYNCRVIFLNRKILLIRPKMALANEGNYRELRWFTPWTRSRQTEEYVLPRMLQDLTKQKTVPFGDVVLATQDTCVGSEICEELWTPRSPHIDMGLDGVEIITNASGSHHVLRKAHTRVDLVTMATSKNGGIYLLANQKGCDGDRLYYDGCAMIAMNGSIFAQGTQFSLDDVEVLTATLDLEDVRSYKAEISSRNLEATRVSPYPR.... Result: 0 (no interaction). (4) The miRNA is mmu-miR-425-5p with sequence AAUGACACGAUCACUCCCGUUGA. The protein sequence of the target gene is MGPSGLLVALALHLAVCSRPHRDYCVLGAGPAGLQMAAFLHRAGRDYEVFERESAPGSFFTRYPRHRKLISINKRHTGKANAEFNLRHDWNSLLSDDPHLLFRHYSQAYFPDASDMVRYLGDFARRLGLHVLYNTNITHVTLDKDPQAWNGHYFILTDQKGQVYQCSVLLVATGLAVPKLVDFPGSEYVEGYESVSVDPEDFVGQNVLILGHGNSAFETAENILGVTNFVHMLSRSRVRLSWATHYVGDVRAINNGLLDTYQLKSLDGLLESDLEYLALVKDSKGKFHVTLKFLLENNSS.... Result: 1 (interaction). (5) The miRNA is hsa-miR-664b-3p with sequence UUCAUUUGCCUCCCAGCCUACA. The protein sequence of the target gene is MEALIPVINKLQDVFNTVGADIIQLPQIVVVGTQSSGKSSVLESLVGRDLLPRGTGIVTRRPLILQLVHVSQEDKRKTTGEENGVEAEEWGKFLHTKNKLYTDFDEIRQEIENETERISGNNKGVSPEPIHLKIFSPNVVNLTLVDLPGMTKVPVGDQPKDIELQIRELILRFISNPNSIILAVTAANTDMATSEALKISREVDPDGRRTLAVITKLDLMDAGTDAMDVLMGRVIPVKLGIIGVVNRSQLDINNKKSVTDSIRDEYAFLQKKYPSLANRNGTKYLARTLNRLLMHHIRDC.... Result: 0 (no interaction). (6) Result: 0 (no interaction). The miRNA is hsa-miR-19b-2-5p with sequence AGUUUUGCAGGUUUGCAUUUCA. The protein sequence of the target gene is MKNTSGHREPRTRPRERDPDRRPHPDRDHHVERSRDRGGDRHRERNGDVRGNGDRRAGREQRTDRDQRQDRHRDAGHRASEQRALEKSRQSRARPEPWGPSWDAAPTPGPAPWGPRELSQKHGLGRRGLESERASERYVPTYSVPALQEEEYYQSEAEGLLDCHKCRYLCTGRACWQMLKALLNLLILACSSVSYNSTGGYTGITSLGGIYYYQYGGAYSGFDGADGERAQQLDVQFYQLKLPTVTAAMAYSGALMTFSCLTLLAGALRVPWHCPLWLVIEGLMDALIAGAYVPGLYFFF.... (7) The miRNA is hsa-miR-362-3p with sequence AACACACCUAUUCAAGGAUUCA. Result: 0 (no interaction). The protein sequence of the target gene is MGYDVTRFQGDVDEDLICPICSGVLEEPVQAPHCEHAFCNACITQWFSQQQTCPVDRSVVTVAHLRPVPRIMRNMLSKLQIACDNAVFGCSAVVRLDNLMSHLSDCEHNPKRPVTCEQGCGLEMPKDELPNHNCIKHLRSVVQQQQSRIAELEKTSAEHKHQLAEQKRDIQLLKAYMRAIRSVNPNLQNLEETIEYNEILEWVNSLQPARVTRWGGMISTPDAVLQAVIKRSLVESGCPASIVNELIENAHERSWPQGLATLETRQMNRRYYENYVAKRIPGKQAVVVMACENQHMGDDM.... (8) The miRNA is rno-miR-328a-3p with sequence CUGGCCCUCUCUGCCCUUCCGU. The protein sequence of the target gene is MLLLLLLLPLLWGTKGMEGDRQYGDGYLLQVQELVTVQEGLCVHVPCSFSYPQDGWTDSDPVHGYWFRAGDRPYQDAPVATNNPDREVQAETQGRFQLLGDIWSNDCSLSIRDARKRDKGSYFFRLERGSMKWSYKSQLNYKTKQLSVFVTALTHRPDILILGTLESGHSRNLTCSVPWACKQGTPPMISWIGASVSSPGPTTARSSVLTLTPKPQDHGTSLTCQVTLPGTGVTTTSTVRLDVSYPPWNLTMTVFQGDATASTALGNGSSLSVLEGQSLRLVCAVNSNPPARLSWTRGSL.... Result: 0 (no interaction).